This data is from Full USPTO retrosynthesis dataset with 1.9M reactions from patents (1976-2016). The task is: Predict the reactants needed to synthesize the given product. (1) The reactants are: [C:1](=O)([O-])[O-].[K+].[K+].[Cl:7][C:8]1[CH:17]=[CH:16][C:11]([C:12]([O:14][CH3:15])=[O:13])=[C:10]([NH:18][S:19]([CH3:22])(=[O:21])=[O:20])[CH:9]=1.CI. Given the product [Cl:7][C:8]1[CH:17]=[CH:16][C:11]([C:12]([O:14][CH3:15])=[O:13])=[C:10]([N:18]([CH3:1])[S:19]([CH3:22])(=[O:20])=[O:21])[CH:9]=1, predict the reactants needed to synthesize it. (2) Given the product [N:1]1([CH:4]2[CH2:5][CH2:6][O:7][CH2:2][CH2:3]2)[CH2:6][CH2:5][CH2:4][CH2:3][CH2:2]1, predict the reactants needed to synthesize it. The reactants are: [NH:1]1[CH2:6][CH2:5][CH2:4][CH2:3][CH2:2]1.[OH-:7].[Na+]. (3) The reactants are: [CH3:1][CH2:2][O-:3].[Na+].C(OC(=O)CC(NC1C(C(OCC)=O)=NC=C([CH2:19][C:20]2[CH:25]=[CH:24][C:23]([F:26])=[CH:22][CH:21]=2)C=1)=O)C.Cl. Given the product [F:26][C:23]1[CH:24]=[CH:25][C:20]([CH2:19][CH2:1][CH2:2][OH:3])=[CH:21][CH:22]=1, predict the reactants needed to synthesize it. (4) Given the product [C:4]([O:3][C:1]([N:8]1[C@@H:17]([C:24]([NH:138][C@@H:134]([CH2:133][S:132][CH2:131]/[CH:130]=[C:129](\[CH3:139])/[CH2:128][CH2:127]/[CH:126]=[C:125](\[CH3:140])/[CH2:124][CH2:123][CH:122]=[C:121]([CH3:141])[CH3:120])[C:135]([OH:137])=[O:136])=[O:25])[CH2:16][C:15]2[C:10](=[CH:11][CH:12]=[CH:13][CH:14]=2)[CH2:9]1)=[O:2])([CH3:5])([CH3:7])[CH3:6], predict the reactants needed to synthesize it. The reactants are: [C:1]([N:8]1[C@@H:17](C(O)=O)[CH2:16][C:15]2[C:10](=[CH:11][CH:12]=[CH:13][CH:14]=2)[CH2:9]1)([O:3][C:4]([CH3:7])([CH3:6])[CH3:5])=[O:2].C[C@@H](O)[C@@H]1NC(=O)[C@H](CCN)NC(=O)[C@H](CCN)NC(=O)[C@H](CC(C)C)NC(=O)[C@@H](CC2C=CC=CC=2)NC(=O)[C@H](CCN)NC(=O)[C@@H](NC([C@@H](N)CCN)=O)CCN[C:24]1=[O:25].OS(O)(=O)=O.CN(C(ON1N=NC2C=CC=NC1=2)=[N+](C)C)C.F[P-](F)(F)(F)(F)F.C(N(CC)C(C)C)(C)C.[CH3:120][C:121]([CH3:141])=[CH:122][CH2:123][CH2:124]/[C:125](/[CH3:140])=[CH:126]/[CH2:127][CH2:128]/[C:129](/[CH3:139])=[CH:130]/[CH2:131][S:132][CH2:133][C@H:134]([NH2:138])[C:135]([OH:137])=[O:136].